Regression. Given two drug SMILES strings and cell line genomic features, predict the synergy score measuring deviation from expected non-interaction effect. From a dataset of NCI-60 drug combinations with 297,098 pairs across 59 cell lines. (1) Drug 1: CC1=C(C=C(C=C1)NC2=NC=CC(=N2)N(C)C3=CC4=NN(C(=C4C=C3)C)C)S(=O)(=O)N.Cl. Drug 2: C(CCl)NC(=O)N(CCCl)N=O. Cell line: CAKI-1. Synergy scores: CSS=-1.61, Synergy_ZIP=-5.08, Synergy_Bliss=-12.1, Synergy_Loewe=-14.9, Synergy_HSA=-11.7. (2) Drug 1: CC1CCCC2(C(O2)CC(NC(=O)CC(C(C(=O)C(C1O)C)(C)C)O)C(=CC3=CSC(=N3)C)C)C. Drug 2: N.N.Cl[Pt+2]Cl. Cell line: SNB-19. Synergy scores: CSS=59.2, Synergy_ZIP=-6.02, Synergy_Bliss=-7.00, Synergy_Loewe=-1.71, Synergy_HSA=0.131. (3) Drug 1: CN(C)N=NC1=C(NC=N1)C(=O)N. Drug 2: CC1=C2C(C(=O)C3(C(CC4C(C3C(C(C2(C)C)(CC1OC(=O)C(C(C5=CC=CC=C5)NC(=O)C6=CC=CC=C6)O)O)OC(=O)C7=CC=CC=C7)(CO4)OC(=O)C)O)C)OC(=O)C. Cell line: NCI/ADR-RES. Synergy scores: CSS=0.464, Synergy_ZIP=1.28, Synergy_Bliss=1.15, Synergy_Loewe=-2.03, Synergy_HSA=-1.66. (4) Drug 1: CC(CN1CC(=O)NC(=O)C1)N2CC(=O)NC(=O)C2. Drug 2: CCCS(=O)(=O)NC1=C(C(=C(C=C1)F)C(=O)C2=CNC3=C2C=C(C=N3)C4=CC=C(C=C4)Cl)F. Cell line: CAKI-1. Synergy scores: CSS=22.5, Synergy_ZIP=-9.89, Synergy_Bliss=-6.55, Synergy_Loewe=-4.09, Synergy_HSA=-3.63. (5) Drug 1: CC1=C(C(=CC=C1)Cl)NC(=O)C2=CN=C(S2)NC3=CC(=NC(=N3)C)N4CCN(CC4)CCO. Drug 2: C1=NNC2=C1C(=O)NC=N2. Cell line: COLO 205. Synergy scores: CSS=4.01, Synergy_ZIP=0.212, Synergy_Bliss=1.43, Synergy_Loewe=3.65, Synergy_HSA=-0.434. (6) Drug 1: CCCCC(=O)OCC(=O)C1(CC(C2=C(C1)C(=C3C(=C2O)C(=O)C4=C(C3=O)C=CC=C4OC)O)OC5CC(C(C(O5)C)O)NC(=O)C(F)(F)F)O. Drug 2: C1CC(=O)NC(=O)C1N2C(=O)C3=CC=CC=C3C2=O. Cell line: A498. Synergy scores: CSS=39.8, Synergy_ZIP=2.19, Synergy_Bliss=5.84, Synergy_Loewe=-19.4, Synergy_HSA=4.34. (7) Drug 1: CC1C(C(CC(O1)OC2CC(CC3=C2C(=C4C(=C3O)C(=O)C5=C(C4=O)C(=CC=C5)OC)O)(C(=O)C)O)N)O.Cl. Cell line: DU-145. Synergy scores: CSS=20.3, Synergy_ZIP=-13.7, Synergy_Bliss=-9.99, Synergy_Loewe=-19.7, Synergy_HSA=-8.54. Drug 2: CC1=C2C(C(=O)C3(C(CC4C(C3C(C(C2(C)C)(CC1OC(=O)C(C(C5=CC=CC=C5)NC(=O)OC(C)(C)C)O)O)OC(=O)C6=CC=CC=C6)(CO4)OC(=O)C)O)C)O. (8) Drug 1: C#CCC(CC1=CN=C2C(=N1)C(=NC(=N2)N)N)C3=CC=C(C=C3)C(=O)NC(CCC(=O)O)C(=O)O. Drug 2: C1=NNC2=C1C(=O)NC=N2. Cell line: M14. Synergy scores: CSS=10.0, Synergy_ZIP=-2.49, Synergy_Bliss=0.716, Synergy_Loewe=-8.98, Synergy_HSA=0.353. (9) Drug 1: C1CN1P(=S)(N2CC2)N3CC3. Drug 2: C1CNP(=O)(OC1)N(CCCl)CCCl. Cell line: SK-MEL-28. Synergy scores: CSS=11.6, Synergy_ZIP=-5.82, Synergy_Bliss=-4.58, Synergy_Loewe=-6.73, Synergy_HSA=-2.37.